From a dataset of Reaction yield outcomes from USPTO patents with 853,638 reactions. Predict the reaction yield, written as a fraction of the theoretical maximum amount of product (1.0 means a 100% yield; for example, 0.34 means a 34% yield). (1) The reactants are [N:1]1[C:10]2[C:5](=[CH:6][CH:7]=[CH:8][C:9]=2[O:11][C@H:12]([CH3:17])[C:13]([O:15]C)=O)[CH:4]=[CH:3][CH:2]=1.[NH2:18][CH2:19][C@@H:20]([OH:31])[CH2:21][N:22]1[CH2:30][C:29]2[C:24](=[CH:25][CH:26]=[CH:27][CH:28]=2)[CH2:23]1. The catalyst is CCO. The product is [OH:31][C@@H:20]([CH2:21][N:22]1[CH2:23][C:24]2[C:29](=[CH:28][CH:27]=[CH:26][CH:25]=2)[CH2:30]1)[CH2:19][NH:18][C:13](=[O:15])[C@H:12]([O:11][C:9]1[CH:8]=[CH:7][CH:6]=[C:5]2[C:10]=1[N:1]=[CH:2][CH:3]=[CH:4]2)[CH3:17]. The yield is 0.110. (2) The reactants are [Cl:1][C:2]1[N:11]=[C:10]([NH:12][C@@H:13]([C:15]2[CH:20]=[CH:19][C:18]([NH:21][C:22](=[O:30])[C:23]3[CH:28]=[CH:27][C:26]([F:29])=[CH:25][CH:24]=3)=[CH:17][CH:16]=2)[CH3:14])[C:9]2[C:4](=[C:5]([CH3:31])[CH:6]=[CH:7][CH:8]=2)[N:3]=1.Cl.[CH3:33]N. No catalyst specified. The product is [ClH:1].[CH3:33][C:2]1[N:11]=[C:10]([NH:12][C@H:13]([C:15]2[CH:20]=[CH:19][C:18]([NH:21][C:22](=[O:30])[C:23]3[CH:28]=[CH:27][C:26]([F:29])=[CH:25][CH:24]=3)=[CH:17][CH:16]=2)[CH3:14])[C:9]2[C:4](=[C:5]([CH3:31])[CH:6]=[CH:7][CH:8]=2)[N:3]=1. The yield is 0.270. (3) The reactants are [C-:1]#[N:2].[Na+].[C:4](=[O:7])([O-])[O-].[NH4+:8].[NH4+].[CH3:10][CH:11]([CH2:14][C:15]([F:18])([F:17])[F:16])[CH:12]=O.[OH2:19]. The catalyst is C(O)C. The product is [F:16][C:15]([F:18])([F:17])[CH2:14][CH:11]([CH:12]1[NH:8][C:1](=[O:19])[NH:2][C:4]1=[O:7])[CH3:10]. The yield is 0.590. (4) No catalyst specified. The product is [CH3:6][S:5][C:3]1[N:1]=[N:2][CH:16]=[C:15]([C:10]2[CH:11]=[C:12]([F:14])[CH:13]=[C:8]([Cl:7])[CH:9]=2)[N:4]=1. The reactants are [NH:1]([C:3]([S:5][CH3:6])=[NH:4])[NH2:2].[Cl:7][C:8]1[CH:9]=[C:10]([C:15](=O)[CH:16]=O)[CH:11]=[C:12]([F:14])[CH:13]=1. The yield is 0.384. (5) The reactants are [H-].[Na+].[Cl:3][C:4]1[CH:9]=[C:8]([OH:10])[CH:7]=[CH:6][N:5]=1.[Cl:11][C:12]1[C:13](F)=[CH:14][C:15]([F:21])=[C:16]([N+:18]([O-:20])=[O:19])[CH:17]=1. The catalyst is CN(C=O)C.CCOC(C)=O. The product is [Cl:3][C:4]1[CH:9]=[C:8]([O:10][C:13]2[CH:14]=[C:15]([F:21])[C:16]([N+:18]([O-:20])=[O:19])=[CH:17][C:12]=2[Cl:11])[CH:7]=[CH:6][N:5]=1. The yield is 0.450.